Dataset: Forward reaction prediction with 1.9M reactions from USPTO patents (1976-2016). Task: Predict the product of the given reaction. (1) Given the reactants Br[CH2:2][C:3]([C:5]1[CH:10]=[CH:9][C:8]([Br:11])=[CH:7][CH:6]=1)=[O:4].[NH:12]1[CH2:16][CH2:15][CH2:14][CH2:13]1, predict the reaction product. The product is: [Br:11][C:8]1[CH:9]=[CH:10][C:5]([C:3](=[O:4])[CH2:2][N:12]2[CH2:16][CH2:15][CH2:14][CH2:13]2)=[CH:6][CH:7]=1. (2) Given the reactants [Br:1][C:2]1[CH:3]=[CH:4][C:5]([Cl:11])=[C:6]([CH:10]=1)[C:7]([OH:9])=O.CN(C(ON1N=NC2C=CC=NC1=2)=[N+](C)C)C.F[P-](F)(F)(F)(F)F.C(N(CC)CC)C.[N+:43]([C:46]1[CH:51]=[CH:50][N:49]=[CH:48][C:47]=1[NH2:52])([O-:45])=[O:44], predict the reaction product. The product is: [Br:1][C:2]1[CH:3]=[CH:4][C:5]([Cl:11])=[C:6]([CH:10]=1)[C:7]([NH:52][C:47]1[CH:48]=[N:49][CH:50]=[CH:51][C:46]=1[N+:43]([O-:45])=[O:44])=[O:9].